This data is from Full USPTO retrosynthesis dataset with 1.9M reactions from patents (1976-2016). The task is: Predict the reactants needed to synthesize the given product. (1) Given the product [F:19][C:2]1([F:1])[CH2:6][CH2:5][C@@H:4]([C@@:7]([OH:18])([C:11]2[CH:12]=[CH:13][C:14]([Br:17])=[CH:15][CH:16]=2)[C:8]([O:10][C@@H:21]2[CH2:25][CH2:24][NH:23][CH2:22]2)=[O:9])[CH2:3]1, predict the reactants needed to synthesize it. The reactants are: [F:1][C:2]1([F:19])[CH2:6][CH2:5][C@@H:4]([C@@:7]([OH:18])([C:11]2[CH:16]=[CH:15][C:14]([Br:17])=[CH:13][CH:12]=2)[C:8]([OH:10])=[O:9])[CH2:3]1.O[C@@H:21]1[CH2:25][CH2:24][N:23](C(OC(C)(C)C)=O)[CH2:22]1. (2) The reactants are: [C:1]([O:5][C:6]([N:8]1[CH2:17][CH2:16][C:15]2[C:10](=[C:11](Br)[CH:12]=[CH:13][C:14]=2[O:18][CH3:19])[CH2:9]1)=[O:7])([CH3:4])([CH3:3])[CH3:2].[N:21]1[CH:26]=[CH:25][C:24](B(O)O)=[CH:23][CH:22]=1. Given the product [C:1]([O:5][C:6]([N:8]1[CH2:17][CH2:16][C:15]2[C:10](=[C:11]([C:24]3[CH:25]=[CH:26][N:21]=[CH:22][CH:23]=3)[CH:12]=[CH:13][C:14]=2[O:18][CH3:19])[CH2:9]1)=[O:7])([CH3:4])([CH3:3])[CH3:2], predict the reactants needed to synthesize it. (3) Given the product [CH:15]1([S:20][CH:4]([C:6]2[CH:11]=[CH:10][CH:9]=[C:8]([C:12]#[N:13])[CH:7]=2)[C:3]([OH:2])=[O:14])[CH2:19][CH2:18][CH2:17][CH2:16]1.[CH:15]1([S:20][CH:4]([C:6]2[CH:11]=[CH:10][CH:9]=[C:8]([C:12]#[N:13])[CH:7]=2)[C:3]([NH:21][C:22]2[S:23][CH:24]=[CH:25][N:26]=2)=[O:14])[CH2:19][CH2:18][CH2:17][CH2:16]1, predict the reactants needed to synthesize it. The reactants are: C[O:2][C:3](=[O:14])[CH:4]([C:6]1[CH:11]=[CH:10][CH:9]=[C:8]([C:12]#[N:13])[CH:7]=1)O.[CH:15]1([SH:20])[CH2:19][CH2:18][CH2:17][CH2:16]1.[NH2:21][C:22]1[S:23][CH:24]=[CH:25][N:26]=1. (4) The reactants are: C([O:3][C:4]([C:6]1[N:7]([S:16]([C:19]2[CH:24]=[CH:23][C:22]([C:25]([CH3:28])([CH3:27])[CH3:26])=[CH:21][CH:20]=2)(=[O:18])=[O:17])[C:8]2[C:13]([CH:14]=1)=[CH:12][C:11]([Cl:15])=[CH:10][CH:9]=2)=[O:5])C.Cl. Given the product [C:25]([C:22]1[CH:23]=[CH:24][C:19]([S:16]([N:7]2[C:8]3[C:13](=[CH:12][C:11]([Cl:15])=[CH:10][CH:9]=3)[CH:14]=[C:6]2[C:4]([OH:5])=[O:3])(=[O:17])=[O:18])=[CH:20][CH:21]=1)([CH3:28])([CH3:26])[CH3:27], predict the reactants needed to synthesize it. (5) Given the product [CH3:15][N:14]([CH3:16])[C:12]1[CH:11]=[C:5]([CH:4]=[C:3](/[CH:2]=[CH:38]/[C:37]2[CH:40]=[C:41]([CH3:42])[C:34]([O:33][CH2:32][O:31][CH3:30])=[C:35]([CH3:43])[CH:36]=2)[CH:13]=1)[C:6]([O:8][CH2:9][CH3:10])=[O:7], predict the reactants needed to synthesize it. The reactants are: Cl[CH2:2][C:3]1[CH:4]=[C:5]([CH:11]=[C:12]([N:14]([CH3:16])[CH3:15])[CH:13]=1)[C:6]([O:8][CH2:9][CH3:10])=[O:7].C(OP(OCC)OCC)C.C[O-].[Na+].[CH3:30][O:31][CH2:32][O:33][C:34]1[C:41]([CH3:42])=[CH:40][C:37]([CH:38]=O)=[CH:36][C:35]=1[CH3:43].